From a dataset of Full USPTO retrosynthesis dataset with 1.9M reactions from patents (1976-2016). Predict the reactants needed to synthesize the given product. Given the product [Br:1][CH2:2][CH2:3][CH2:4][O:5][C:8](=[O:9])[CH:7]([Br:6])[CH3:11], predict the reactants needed to synthesize it. The reactants are: [Br:1][CH2:2][CH2:3][CH2:4][OH:5].[Br:6][CH:7]([CH3:11])[C:8](Br)=[O:9].C([O-])([O-])=O.[Na+].[Na+].